Dataset: Reaction yield outcomes from USPTO patents with 853,638 reactions. Task: Predict the reaction yield, written as a fraction of the theoretical maximum amount of product (1.0 means a 100% yield; for example, 0.34 means a 34% yield). (1) The reactants are [Cl:1][C:2]1[CH:7]=[CH:6][CH:5]=[C:4]([CH3:8])[C:3]=1[NH:9][C:10](=[O:16])/[CH:11]=[CH:12]/OCC.C1C(=O)N(Br)C(=O)C1.[Cl:25][C:26]1[N:31]=[C:30]([CH3:32])[N:29]=[C:28]([NH:33][C:34]([NH2:36])=[S:35])[CH:27]=1. The catalyst is C1COCC1.O. The product is [Cl:25][C:26]1[N:31]=[C:30]([CH3:32])[N:29]=[C:28]([NH:33][C:34]2[S:35][C:11]([C:10]([NH:9][C:3]3[C:4]([CH3:8])=[CH:5][CH:6]=[CH:7][C:2]=3[Cl:1])=[O:16])=[CH:12][N:36]=2)[CH:27]=1. The yield is 0.710. (2) The reactants are [CH2:1]=[C:2]1[CH2:11][CH2:10][C:5]2([O:9][CH2:8][CH2:7][O:6]2)[CH2:4][CH2:3]1.B1C2CCCC1CCC2.C1C[O:24]CC1. No catalyst specified. The product is [O:9]1[C:5]2([CH2:10][CH2:11][CH:2]([CH2:1][OH:24])[CH2:3][CH2:4]2)[O:6][CH2:7][CH2:8]1. The yield is 0.670. (3) The reactants are Cl[C:2]1[CH:7]=[C:6]([NH:8][C:9]2[CH:17]=[CH:16][CH:15]=[CH:14][C:10]=2[C:11]([OH:13])=[O:12])[C:5]([Cl:18])=[CH:4][N:3]=1.[CH3:19][N:20]1[C:24]([NH2:25])=[CH:23][C:22]([CH3:26])=[N:21]1.C1(P(C2C=CC=CC=2)C2C=CC3C(=CC=CC=3)C=2C2C3C(=CC=CC=3)C=CC=2P(C2C=CC=CC=2)C2C=CC=CC=2)C=CC=CC=1.CC(C)([O-])C.[Na+]. The catalyst is O1CCOCC1.C1C=CC(/C=C/C(/C=C/C2C=CC=CC=2)=O)=CC=1.C1C=CC(/C=C/C(/C=C/C2C=CC=CC=2)=O)=CC=1.C1C=CC(/C=C/C(/C=C/C2C=CC=CC=2)=O)=CC=1.[Pd].[Pd]. The product is [Cl:18][C:5]1[C:6]([NH:8][C:9]2[CH:17]=[CH:16][CH:15]=[CH:14][C:10]=2[C:11]([OH:13])=[O:12])=[CH:7][C:2]([NH:25][C:24]2[N:20]([CH3:19])[N:21]=[C:22]([CH3:26])[CH:23]=2)=[N:3][CH:4]=1. The yield is 0.210. (4) The product is [CH2:1]([C:5]1[N:6]=[C:7]([CH3:27])[N:8]([CH2:36][C:37]2[CH:42]=[CH:41][CH:40]=[C:39]([F:43])[CH:38]=2)[C:9](=[O:26])[C:10]=1[CH2:11][C:12]1[CH:17]=[CH:16][C:15]([C:18]2[C:19]([C:24]#[N:25])=[CH:20][CH:21]=[CH:22][CH:23]=2)=[CH:14][CH:13]=1)[CH2:2][CH2:3][CH3:4]. The catalyst is C(OCC)(=O)C. The reactants are [CH2:1]([C:5]1[N:6]=[C:7]([CH3:27])[NH:8][C:9](=[O:26])[C:10]=1[CH2:11][C:12]1[CH:17]=[CH:16][C:15]([C:18]2[C:19]([C:24]#[N:25])=[CH:20][CH:21]=[CH:22][CH:23]=2)=[CH:14][CH:13]=1)[CH2:2][CH2:3][CH3:4].[H-].[Na+].CN(C)C=O.Br[CH2:36][C:37]1[CH:42]=[CH:41][CH:40]=[C:39]([F:43])[CH:38]=1. The yield is 0.630.